Dataset: Full USPTO retrosynthesis dataset with 1.9M reactions from patents (1976-2016). Task: Predict the reactants needed to synthesize the given product. (1) Given the product [Br:24][C:5]1[CH:6]=[C:7]2[NH:8][C:9]([CH2:10][N:11]([CH3:22])[C:12](=[O:21])[O:13][CH2:14][C:15]3[CH:20]=[CH:19][CH:18]=[CH:17][CH:16]=3)=[N:1][C:2]2=[N:3][CH:4]=1, predict the reactants needed to synthesize it. The reactants are: [NH2:1][C:2]1[C:7]([NH:8][C:9](=O)[CH2:10][N:11]([CH3:22])[C:12](=[O:21])[O:13][CH2:14][C:15]2[CH:20]=[CH:19][CH:18]=[CH:17][CH:16]=2)=[CH:6][C:5]([Br:24])=[CH:4][N:3]=1. (2) The reactants are: Br[C:2]1[N:6]([CH3:7])[CH:5]=[N:4][C:3]=1[C:8]1[CH:13]=[C:12]([C:14]#[N:15])[CH:11]=[CH:10][N:9]=1.B(O)(O)[C:17]1[CH:22]=[CH:21][C:20]([C:23]#[CH:24])=[CH:19][CH:18]=1. Given the product [C:23]([C:20]1[CH:21]=[CH:22][C:17]([C:2]2[N:6]([CH3:7])[CH:5]=[N:4][C:3]=2[C:8]2[CH:13]=[C:12]([C:14]#[N:15])[CH:11]=[CH:10][N:9]=2)=[CH:18][CH:19]=1)#[CH:24], predict the reactants needed to synthesize it.